This data is from Retrosynthesis with 50K atom-mapped reactions and 10 reaction types from USPTO. The task is: Predict the reactants needed to synthesize the given product. Given the product Cc1cc(C)c(CNC(=O)c2nc(-c3ccc(N)nc3)nc(-c3ccnn3C)c2C)c(=O)[nH]1, predict the reactants needed to synthesize it. The reactants are: Cc1c(C(=O)O)nc(-c2ccc(N)nc2)nc1-c1ccnn1C.Cc1cc(C)c(CN)c(=O)[nH]1.